From a dataset of Full USPTO retrosynthesis dataset with 1.9M reactions from patents (1976-2016). Predict the reactants needed to synthesize the given product. Given the product [C:40]([O:44][C:45]([NH:47][C@H:48]([C:50]([NH:1][C:2]1[CH:7]=[C:6]([CH2:8][C@H:9]2[C:12](=[O:13])[N:11]([C:14](=[O:29])[NH:15][C@@H:16]([C:18]3[CH:28]=[CH:27][C:21]4[O:22][C:23]([F:26])([F:25])[O:24][C:20]=4[CH:19]=3)[CH3:17])[C@@H:10]2[C:30]([O:32][CH2:33][C:34]2[CH:39]=[CH:38][CH:37]=[CH:36][CH:35]=2)=[O:31])[CH:5]=[CH:4][N:3]=1)=[O:51])[CH3:49])=[O:46])([CH3:42])([CH3:43])[CH3:41], predict the reactants needed to synthesize it. The reactants are: [NH2:1][C:2]1[CH:7]=[C:6]([CH2:8][C@H:9]2[C:12](=[O:13])[N:11]([C:14](=[O:29])[NH:15][C@@H:16]([C:18]3[CH:28]=[CH:27][C:21]4[O:22][C:23]([F:26])([F:25])[O:24][C:20]=4[CH:19]=3)[CH3:17])[C@@H:10]2[C:30]([O:32][CH2:33][C:34]2[CH:39]=[CH:38][CH:37]=[CH:36][CH:35]=2)=[O:31])[CH:5]=[CH:4][N:3]=1.[C:40]([O:44][C:45]([NH:47][C@H:48]([C:50](O)=[O:51])[CH3:49])=[O:46])([CH3:43])([CH3:42])[CH3:41].C(N(CC)C(C)C)(C)C.F[P-](F)(F)(F)(F)F.C[N+](C)=C(N(C)C)ON1C2N=CC=CC=2N=N1.